Regression. Given a peptide amino acid sequence and an MHC pseudo amino acid sequence, predict their binding affinity value. This is MHC class I binding data. From a dataset of Peptide-MHC class I binding affinity with 185,985 pairs from IEDB/IMGT. (1) The peptide sequence is ILDGKNCTL. The MHC is HLA-A02:01 with pseudo-sequence HLA-A02:01. The binding affinity (normalized) is 0.578. (2) The peptide sequence is NAISSRVDR. The MHC is HLA-A33:01 with pseudo-sequence HLA-A33:01. The binding affinity (normalized) is 0.578. (3) The peptide sequence is ITHPKYRKK. The MHC is HLA-A03:01 with pseudo-sequence HLA-A03:01. The binding affinity (normalized) is 0.0847. (4) The peptide sequence is VIGLSGDSER. The MHC is HLA-A03:01 with pseudo-sequence HLA-A03:01. The binding affinity (normalized) is 0.